Predict the reaction yield, written as a fraction of the theoretical maximum amount of product (1.0 means a 100% yield; for example, 0.34 means a 34% yield). From a dataset of Reaction yield outcomes from USPTO patents with 853,638 reactions. (1) The reactants are FC1C=C2C(C(I)=CN2S(C2C=CC=CC=2)(=O)=O)=CC=1.[F:21][C:22]1[CH:30]=[C:29]2[C:25]([C:26]([C:40]3[CH:54]=[CH:53][C:43]4[NH:44][C:45]([CH2:47][CH2:48][S:49]([CH3:52])(=[O:51])=[O:50])=[N:46][C:42]=4[CH:41]=3)=[CH:27][N:28]2S(C2C=CC=CC=2)(=O)=O)=[CH:24][CH:23]=1. No catalyst specified. The product is [F:21][C:22]1[CH:30]=[C:29]2[C:25]([C:26]([C:40]3[CH:54]=[CH:53][C:43]4[NH:44][C:45]([CH2:47][CH2:48][S:49]([CH3:52])(=[O:51])=[O:50])=[N:46][C:42]=4[CH:41]=3)=[CH:27][NH:28]2)=[CH:24][CH:23]=1. The yield is 0.160. (2) The yield is 0.444. The product is [ClH:17].[NH2:2][CH:3]1[CH2:12][CH2:11][C:10]2[CH:9]=[C:8]([C:13]([O:15][CH3:16])=[O:14])[CH:7]=[CH:6][C:5]=2[CH2:4]1. The catalyst is CO.[Pd]. The reactants are O[N:2]=[C:3]1[CH2:12][CH2:11][C:10]2[CH:9]=[C:8]([C:13]([O:15][CH3:16])=[O:14])[CH:7]=[CH:6][C:5]=2[CH2:4]1.[ClH:17]. (3) The reactants are [CH3:1][CH:2]([C:21]1[CH:22]=[C:23]([CH:25]=[CH:26][CH:27]=1)[NH2:24])[CH2:3][N:4]1[CH2:9][CH2:8][N:7]([C:10]2[CH:19]=[CH:18][CH:17]=[C:16]3[C:11]=2[CH:12]=[CH:13][C:14]([CH3:20])=[N:15]3)[CH2:6][CH2:5]1.[F:28][C:29]1[CH:37]=[CH:36][CH:35]=[CH:34][C:30]=1[C:31](O)=[O:32]. No catalyst specified. The product is [F:28][C:29]1[CH:37]=[CH:36][CH:35]=[CH:34][C:30]=1[C:31]([NH:24][C:23]1[CH:25]=[CH:26][CH:27]=[C:21]([CH:2]([CH3:1])[CH2:3][N:4]2[CH2:5][CH2:6][N:7]([C:10]3[CH:19]=[CH:18][CH:17]=[C:16]4[C:11]=3[CH:12]=[CH:13][C:14]([CH3:20])=[N:15]4)[CH2:8][CH2:9]2)[CH:22]=1)=[O:32]. The yield is 0.640. (4) No catalyst specified. The yield is 0.360. The reactants are Br[C:2]1[CH:7]=[CH:6][C:5]([C:8]2[N:13]([CH2:14][C@@H:15]3[CH2:19][CH2:18][N:17]([C:20]([CH:22]4[CH2:24][CH2:23]4)=[O:21])[CH2:16]3)[C:12](=[O:25])[C:11]([CH3:26])=[C:10]([CH3:27])[N:9]=2)=[C:4]([F:28])[CH:3]=1.[NH:29]1[C:37]2[C:32](=[CH:33][CH:34]=[C:35](B(O)O)[CH:36]=2)[CH:31]=[CH:30]1. The product is [CH:22]1([C:20]([N:17]2[CH2:18][CH2:19][C@@H:15]([CH2:14][N:13]3[C:12](=[O:25])[C:11]([CH3:26])=[C:10]([CH3:27])[N:9]=[C:8]3[C:5]3[CH:6]=[CH:7][C:2]([C:35]4[CH:36]=[C:37]5[C:32]([CH:31]=[CH:30][NH:29]5)=[CH:33][CH:34]=4)=[CH:3][C:4]=3[F:28])[CH2:16]2)=[O:21])[CH2:24][CH2:23]1. (5) The reactants are [Cl:1][C:2]1[CH:7]=[CH:6][C:5]([F:8])=[CH:4][C:3]=1[C@H:9]1[CH2:13][CH2:12][CH2:11][N:10]1[C:14]1[CH:19]=[CH:18][N:17]2[N:20]=[CH:21][C:22]([NH:23][C:24]([N:26]3[CH2:29][CH:28]([OH:30])[CH2:27]3)=[O:25])=[C:16]2[N:15]=1.[S:31](=[O:35])(=[O:34])([OH:33])[OH:32]. The catalyst is CO. The product is [S:31]([OH:35])([OH:34])(=[O:33])=[O:32].[Cl:1][C:2]1[CH:7]=[CH:6][C:5]([F:8])=[CH:4][C:3]=1[C@H:9]1[CH2:13][CH2:12][CH2:11][N:10]1[C:14]1[CH:19]=[CH:18][N:17]2[N:20]=[CH:21][C:22]([NH:23][C:24]([N:26]3[CH2:29][CH:28]([OH:30])[CH2:27]3)=[O:25])=[C:16]2[N:15]=1. The yield is 0.734. (6) The reactants are Br[C:2]1[CH:7]=[CH:6][C:5]([C:8]2[N:12]([CH2:13][C@@H:14]3[CH2:18][CH2:17][N:16]([C:19]([CH:21]4[CH2:23][CH2:22]4)=[O:20])[CH2:15]3)[CH:11]=[N:10][N:9]=2)=[CH:4][CH:3]=1.[NH:24]1[C:32]2[C:27](=[CH:28][CH:29]=[C:30](B(O)O)[CH:31]=2)[CH:26]=[CH:25]1. The catalyst is COCCOC.C1C=CC([P]([Pd]([P](C2C=CC=CC=2)(C2C=CC=CC=2)C2C=CC=CC=2)([P](C2C=CC=CC=2)(C2C=CC=CC=2)C2C=CC=CC=2)[P](C2C=CC=CC=2)(C2C=CC=CC=2)C2C=CC=CC=2)(C2C=CC=CC=2)C2C=CC=CC=2)=CC=1. The product is [CH:21]1([C:19]([N:16]2[CH2:17][CH2:18][C@@H:14]([CH2:13][N:12]3[CH:11]=[N:10][N:9]=[C:8]3[C:5]3[CH:6]=[CH:7][C:2]([C:30]4[CH:31]=[C:32]5[C:27]([CH:26]=[CH:25][NH:24]5)=[CH:28][CH:29]=4)=[CH:3][CH:4]=3)[CH2:15]2)=[O:20])[CH2:23][CH2:22]1. The yield is 0.630. (7) The reactants are [Cl:1][C:2]1[CH:3]=[C:4](B(O)O)[CH:5]=[CH:6][CH:7]=1.Br[C:12]1[CH:13]=[C:14]([C:31]([O:33][CH3:34])=[O:32])[C:15]2[NH:29][C:18]3=[N:19][C:20]([N:23]4[CH2:28][CH2:27][O:26][CH2:25][CH2:24]4)=[CH:21][CH:22]=[C:17]3[C:16]=2[N:30]=1.[O-]P([O-])([O-])=O.[K+].[K+].[K+].C1(P(C2CCCCC2)C2C=CC=CC=2C2C(OC)=CC=CC=2OC)CCCCC1. The catalyst is CC([O-])=O.CC([O-])=O.[Pd+2]. The product is [Cl:1][C:2]1[CH:3]=[C:4]([C:12]2[CH:13]=[C:14]([C:31]([O:33][CH3:34])=[O:32])[C:15]3[NH:29][C:18]4=[N:19][C:20]([N:23]5[CH2:28][CH2:27][O:26][CH2:25][CH2:24]5)=[CH:21][CH:22]=[C:17]4[C:16]=3[N:30]=2)[CH:5]=[CH:6][CH:7]=1. The yield is 0.510. (8) The reactants are C(OC(N1CCC(C([O:20][C:21]2[CH:43]=[CH:42][C:24]3[C:25]4[N:29]([CH2:30][CH2:31][O:32][C:23]=3[CH:22]=2)[CH:28]=[C:27]([C:33]2[N:34]([CH:39]([CH3:41])[CH3:40])[N:35]=[C:36]([CH3:38])[N:37]=2)[N:26]=4)CC)CC1)=O)C1C=CC=CC=1.C([O-])([O-])=O.[Cs+].[Cs+].[CH2:50]([O:52][C:53](=[O:64])[CH:54](Br)[CH2:55][CH:56]([CH3:62])[C:57]([O:59][CH2:60][CH3:61])=[O:58])[CH3:51]. The catalyst is CC#N. The product is [CH2:50]([O:52][C:53](=[O:64])[CH:54]([O:20][C:21]1[CH:43]=[CH:42][C:24]2[C:25]3[N:29]([CH2:30][CH2:31][O:32][C:23]=2[CH:22]=1)[CH:28]=[C:27]([C:33]1[N:34]([CH:39]([CH3:41])[CH3:40])[N:35]=[C:36]([CH3:38])[N:37]=1)[N:26]=3)[CH2:55][CH:56]([CH3:62])[C:57]([O:59][CH2:60][CH3:61])=[O:58])[CH3:51]. The yield is 0.730. (9) The reactants are C[O:2][C:3]1[CH:8]=[CH:7][C:6]([C:9]([CH3:13])([CH3:12])[C:10]#[N:11])=[CH:5][CH:4]=1.B(Br)(Br)Br. The catalyst is ClCCl. The product is [OH:2][C:3]1[CH:4]=[CH:5][C:6]([C:9]([CH3:13])([CH3:12])[C:10]#[N:11])=[CH:7][CH:8]=1. The yield is 0.890. (10) The reactants are [CH3:1][C:2]([CH3:7])([CH3:6])[C:3](O)=[O:4].CN(C([O:15][N:16]1N=NC2C=CC=NC1=2)=[N+](C)C)C.F[P-](F)(F)(F)(F)F.C(N(CC)CC)C.Cl.[CH2:40]1[C:46]2[CH:47]=[CH:48][C:49]([C:51]([O:53]C)=O)=[CH:50][C:45]=2[CH2:44][CH2:43][CH2:42][NH:41]1.ClC(Cl)C.C([O-])(O)=O.[Na+].[OH-].[K+].Cl.NO.C(O)(=O)C. The catalyst is CN(C)C=O.CO.C(Cl)Cl. The product is [CH3:1][C:2]([CH3:7])([CH3:6])[C:3]([N:41]1[CH2:42][CH2:43][CH2:44][C:45]2[CH:50]=[C:49]([C:51]([NH:16][OH:15])=[O:53])[CH:48]=[CH:47][C:46]=2[CH2:40]1)=[O:4]. The yield is 0.447.